The task is: Predict the reactants needed to synthesize the given product.. This data is from Full USPTO retrosynthesis dataset with 1.9M reactions from patents (1976-2016). (1) Given the product [C:39]([C:11]1[CH:12]=[C:13]2[C:8](=[CH:9][CH:10]=1)[N:7]([CH2:5][CH3:6])[C:19]1[CH:18]=[C:17]3[C:20]([CH2:27][CH2:28][CH2:29][CH2:30][CH2:31][CH3:32])([CH2:33][CH2:34][CH2:35][CH2:36][CH2:37][CH3:38])[C:21]4[C:26]([C:16]3=[CH:15][C:14]2=1)=[CH:25][CH:24]=[CH:23][CH:22]=4)(=[O:41])[CH3:40], predict the reactants needed to synthesize it. The reactants are: [Cl-].[Al+3].[Cl-].[Cl-].[CH2:5]([N:7]1[C:19]2[CH:18]=[C:17]3[C:20]([CH2:33][CH2:34][CH2:35][CH2:36][CH2:37][CH3:38])([CH2:27][CH2:28][CH2:29][CH2:30][CH2:31][CH3:32])[C:21]4[C:26]([C:16]3=[CH:15][C:14]=2[C:13]2[C:8]1=[CH:9][CH:10]=[CH:11][CH:12]=2)=[CH:25][CH:24]=[CH:23][CH:22]=4)[CH3:6].[C:39](Cl)(=[O:41])[CH3:40]. (2) The reactants are: [Cl:1][C:2]1[CH:7]=[CH:6][N:5]=[C:4]2[CH:8]=[CH:9][S:10][C:3]=12.[Li]CCCC.I[C:17]1[N:18]=[CH:19][N:20]([CH2:22][O:23][CH2:24][CH2:25][Si:26]([CH3:29])([CH3:28])[CH3:27])[CH:21]=1. Given the product [Cl:1][C:2]1[CH:7]=[CH:6][N:5]=[C:4]2[CH:8]=[C:9]([C:17]3[N:18]=[CH:19][N:20]([CH2:22][O:23][CH2:24][CH2:25][Si:26]([CH3:29])([CH3:28])[CH3:27])[CH:21]=3)[S:10][C:3]=12, predict the reactants needed to synthesize it. (3) Given the product [CH3:18][C:3]1[CH:4]=[C:5]([CH:16]=[CH:17][C:2]=1[B:22]1[O:23][C:24]([CH3:26])([CH3:25])[C:20]([CH3:36])([CH3:19])[O:21]1)[O:6][C:7]1[C:12]2[CH:13]=[CH:14][O:15][C:11]=2[CH:10]=[CH:9][N:8]=1, predict the reactants needed to synthesize it. The reactants are: Br[C:2]1[CH:17]=[CH:16][C:5]([O:6][C:7]2[C:12]3[CH:13]=[CH:14][O:15][C:11]=3[CH:10]=[CH:9][N:8]=2)=[CH:4][C:3]=1[CH3:18].[CH3:19][C:20]1([CH3:36])[C:24]([CH3:26])([CH3:25])[O:23][B:22]([B:22]2[O:23][C:24]([CH3:26])([CH3:25])[C:20]([CH3:36])([CH3:19])[O:21]2)[O:21]1.C([O-])(=O)C.[K+]. (4) Given the product [Cl:1][C:2]1[CH:3]=[C:4]2[C:8](=[CH:9][CH:10]=1)[N:7]([CH3:11])[C:6]([C:12]([NH:34][CH2:33][C:29]1[CH:28]=[C:27]([CH:32]=[CH:31][CH:30]=1)[O:26][C:23]1[CH:24]=[CH:25][C:20]([CH2:19][CH2:18][C:17]([OH:36])=[O:16])=[C:21]([CH3:35])[CH:22]=1)=[O:14])=[CH:5]2, predict the reactants needed to synthesize it. The reactants are: [Cl:1][C:2]1[CH:3]=[C:4]2[C:8](=[CH:9][CH:10]=1)[N:7]([CH3:11])[C:6]([C:12]([OH:14])=O)=[CH:5]2.C[O:16][C:17](=[O:36])[CH2:18][CH2:19][C:20]1[CH:25]=[CH:24][C:23]([O:26][C:27]2[CH:32]=[CH:31][CH:30]=[C:29]([CH2:33][NH2:34])[CH:28]=2)=[CH:22][C:21]=1[CH3:35]. (5) Given the product [CH:18]([NH:17][C:16](=[N:15][CH:9]([CH3:14])[CH3:10])[O:8][CH2:1][C:2]1[CH:7]=[CH:6][CH:5]=[CH:4][CH:3]=1)([CH3:23])[CH3:19], predict the reactants needed to synthesize it. The reactants are: [CH2:1]([OH:8])[C:2]1[CH:7]=[CH:6][CH:5]=[CH:4][CH:3]=1.[CH:9]1([N:15]=[C:16]=[N:17][CH:18]2[CH2:23]CCC[CH2:19]2)[CH2:14]CCC[CH2:10]1. (6) Given the product [F:33][CH:2]([F:1])[C:3]1[C:11]2[C:6](=[CH:7][C:8]([C:12]([F:13])([F:14])[F:15])=[CH:9][CH:10]=2)[N:5]([S:16]([C:19]2[CH:24]=[CH:23][C:22]([O:25][CH3:26])=[C:21]([N:27]3[CH2:28][CH2:29][N:30]([CH2:41][CH3:42])[CH2:31][CH2:32]3)[CH:20]=2)(=[O:18])=[O:17])[CH:4]=1, predict the reactants needed to synthesize it. The reactants are: [F:1][CH:2]([F:33])[C:3]1[C:11]2[C:6](=[CH:7][C:8]([C:12]([F:15])([F:14])[F:13])=[CH:9][CH:10]=2)[N:5]([S:16]([C:19]2[CH:24]=[CH:23][C:22]([O:25][CH3:26])=[C:21]([N:27]3[CH2:32][CH2:31][NH:30][CH2:29][CH2:28]3)[CH:20]=2)(=[O:18])=[O:17])[CH:4]=1.C([O-])([O-])=O.[K+].[K+].Br[CH2:41][CH3:42].